This data is from NCI-60 drug combinations with 297,098 pairs across 59 cell lines. The task is: Regression. Given two drug SMILES strings and cell line genomic features, predict the synergy score measuring deviation from expected non-interaction effect. (1) Drug 1: C1CCC(C1)C(CC#N)N2C=C(C=N2)C3=C4C=CNC4=NC=N3. Drug 2: C1CC(=O)NC(=O)C1N2CC3=C(C2=O)C=CC=C3N. Cell line: TK-10. Synergy scores: CSS=4.51, Synergy_ZIP=-1.75, Synergy_Bliss=0.352, Synergy_Loewe=-3.18, Synergy_HSA=-0.194. (2) Drug 1: CC1=CC=C(C=C1)C2=CC(=NN2C3=CC=C(C=C3)S(=O)(=O)N)C(F)(F)F. Drug 2: B(C(CC(C)C)NC(=O)C(CC1=CC=CC=C1)NC(=O)C2=NC=CN=C2)(O)O. Cell line: T-47D. Synergy scores: CSS=8.82, Synergy_ZIP=-1.95, Synergy_Bliss=-3.95, Synergy_Loewe=-59.1, Synergy_HSA=-3.54. (3) Drug 1: CCCCCOC(=O)NC1=NC(=O)N(C=C1F)C2C(C(C(O2)C)O)O. Drug 2: C1=NC2=C(N=C(N=C2N1C3C(C(C(O3)CO)O)F)Cl)N. Cell line: NCI/ADR-RES. Synergy scores: CSS=16.5, Synergy_ZIP=1.81, Synergy_Bliss=1.17, Synergy_Loewe=-17.8, Synergy_HSA=-1.92. (4) Drug 1: CC(C1=C(C=CC(=C1Cl)F)Cl)OC2=C(N=CC(=C2)C3=CN(N=C3)C4CCNCC4)N. Drug 2: CC(CN1CC(=O)NC(=O)C1)N2CC(=O)NC(=O)C2. Cell line: SF-295. Synergy scores: CSS=38.9, Synergy_ZIP=-9.56, Synergy_Bliss=0.879, Synergy_Loewe=-2.21, Synergy_HSA=4.14.